From a dataset of Reaction yield outcomes from USPTO patents with 853,638 reactions. Predict the reaction yield, written as a fraction of the theoretical maximum amount of product (1.0 means a 100% yield; for example, 0.34 means a 34% yield). The reactants are [H-].[Na+].[N:3]1[CH:8]=[CH:7][CH:6]=[CH:5][C:4]=1[C:9]([O:11]CC)=O.[C:14](#[N:16])[CH3:15].Cl. The catalyst is C1COCC1.C(OCC)(=O)C. The product is [O:11]=[C:9]([C:4]1[CH:5]=[CH:6][CH:7]=[CH:8][N:3]=1)[CH2:15][C:14]#[N:16]. The yield is 1.00.